The task is: Predict the reaction yield, written as a fraction of the theoretical maximum amount of product (1.0 means a 100% yield; for example, 0.34 means a 34% yield).. This data is from Reaction yield outcomes from USPTO patents with 853,638 reactions. (1) The reactants are [CH2:1]([C@@H:5]1[NH:10][CH2:9][C@H:8]([C:11]2[CH:16]=[CH:15][CH:14]=[CH:13][CH:12]=2)[NH:7][C:6]1=[O:17])[CH:2]([CH3:4])[CH3:3].[F:18][C:19]1[CH:24]=[C:23]([F:25])[CH:22]=[CH:21][C:20]=1[C@@H:26]1[CH2:28][C@H:27]1[C:29](O)=[O:30].C([C@@H]1N(C([C@@H]2C[C@H]2C2C=CC=CC=2)=O)C[C@H](CC(C)C)NC1=O)C(C)C. No catalyst specified. The product is [F:18][C:19]1[CH:24]=[C:23]([F:25])[CH:22]=[CH:21][C:20]=1[C@@H:26]1[CH2:28][C@H:27]1[C:29]([N:10]1[CH2:9][C@H:8]([C:11]2[CH:12]=[CH:13][CH:14]=[CH:15][CH:16]=2)[NH:7][C:6](=[O:17])[C@@H:5]1[CH2:1][CH:2]([CH3:4])[CH3:3])=[O:30]. The yield is 0.398. (2) The reactants are [C:1]([O:5][C:6](=[O:17])[NH:7][CH2:8][CH2:9][C:10]1[CH:15]=[CH:14][C:13]([NH2:16])=[CH:12][CH:11]=1)([CH3:4])([CH3:3])[CH3:2].[CH:18]([C:21]1[CH:26]=[CH:25][C:24]([S:27](Cl)(=[O:29])=[O:28])=[CH:23][CH:22]=1)([CH3:20])[CH3:19]. The catalyst is N1C=CC=CC=1. The product is [C:1]([O:5][C:6](=[O:17])[NH:7][CH2:8][CH2:9][C:10]1[CH:15]=[CH:14][C:13]([NH:16][S:27]([C:24]2[CH:25]=[CH:26][C:21]([CH:18]([CH3:20])[CH3:19])=[CH:22][CH:23]=2)(=[O:29])=[O:28])=[CH:12][CH:11]=1)([CH3:4])([CH3:2])[CH3:3]. The yield is 0.500. (3) The reactants are [CH:1]1([NH:5][CH2:6][CH:7]2[CH2:10][N:9]([C:11]([C:13]3[CH:14]=[C:15]([CH:28]=[CH:29][C:30]=3[F:31])[CH2:16][C:17]3[C:26]4[C:21](=[CH:22][CH:23]=[CH:24][CH:25]=4)[C:20](=[O:27])[NH:19][N:18]=3)=[O:12])[CH2:8]2)[CH2:4][CH2:3][CH2:2]1.[ClH:32]. No catalyst specified. The product is [ClH:32].[CH:1]1([NH:5][CH2:6][CH:7]2[CH2:10][N:9]([C:11]([C:13]3[CH:14]=[C:15]([CH:28]=[CH:29][C:30]=3[F:31])[CH2:16][C:17]3[C:26]4[C:21](=[CH:22][CH:23]=[CH:24][CH:25]=4)[C:20](=[O:27])[NH:19][N:18]=3)=[O:12])[CH2:8]2)[CH2:2][CH2:3][CH2:4]1. The yield is 0.910.